Dataset: NCI-60 drug combinations with 297,098 pairs across 59 cell lines. Task: Regression. Given two drug SMILES strings and cell line genomic features, predict the synergy score measuring deviation from expected non-interaction effect. Synergy scores: CSS=55.4, Synergy_ZIP=-2.72, Synergy_Bliss=-1.98, Synergy_Loewe=-9.00, Synergy_HSA=0.325. Drug 2: C1=CN(C(=O)N=C1N)C2C(C(C(O2)CO)O)O.Cl. Drug 1: CC(C1=C(C=CC(=C1Cl)F)Cl)OC2=C(N=CC(=C2)C3=CN(N=C3)C4CCNCC4)N. Cell line: HCT116.